Dataset: Catalyst prediction with 721,799 reactions and 888 catalyst types from USPTO. Task: Predict which catalyst facilitates the given reaction. (1) Product: [NH2:55][C:56]1[CH:61]=[CH:60][CH:59]=[CH:58][C:57]=1[NH:62][C:63](=[O:74])[C:64]1[CH:69]=[CH:68][C:67]([NH:70][CH2:71][CH2:72][NH:73][C:39]([C:40]2[C:41]([CH3:42])=[C:53]([CH:54]=[N:14][N:13]=[C:7]3[C:6]4[C:75](=[CH:11][C:3]([O:2][CH3:1])=[CH:4][CH:5]=4)[NH:76][C:78]3=[O:79])[NH:50][C:51]=2[CH3:52])=[O:38])=[N:66][CH:65]=1. Reactant: [CH3:1][O:2][C:3]1[CH:11]=C2[C:6]([C:7](=[N:13][N:14]=CC3(C)CC(C)(C(O)=O)CN3)C(=O)N2)=[CH:5][CH:4]=1.Cl.C(N=C=NCCCN(C)C)C.[OH:38][C:39]1C2N=NNC=2[CH:42]=[CH:41][CH:40]=1.C([N:50]([CH2:53][CH3:54])[CH2:51][CH3:52])C.[NH2:55][C:56]1[CH:61]=[CH:60][CH:59]=[CH:58][C:57]=1[NH:62][C:63](=[O:74])[C:64]1[CH:69]=[CH:68][C:67]([NH:70][CH2:71][CH2:72][NH2:73])=[N:66][CH:65]=1.[CH3:75][N:76]([CH:78]=[O:79])C. The catalyst class is: 170. (2) Reactant: [C:1]([C:3]1[CH:4]=[C:5]([NH:9][C:10]([NH2:12])=[NH:11])[CH:6]=[CH:7][CH:8]=1)#[N:2].[N+]([O-])(O)=O.[NH2:17][C:18]1[CH:19]=[C:20]([CH:23]=[CH:24][CH:25]=1)[C:21]#[N:22].[N:26]#CN.[CH3:29][CH2:30]O. Product: [N:22]1[N:26]2[N:17]=[CH:18][CH:25]=[CH:24][C:23]2=[C:20]([C:19]2[CH:30]=[CH:29][N:12]=[C:10]([NH:9][C:5]3[CH:4]=[C:3]([CH:8]=[CH:7][CH:6]=3)[C:1]#[N:2])[N:11]=2)[CH:21]=1. The catalyst class is: 809. (3) Reactant: [CH2:1]([O:13][C:14]1[CH:19]=[C:18]([N+:20]([O-])=O)[C:17]([N+:23]([O-])=O)=[CH:16][C:15]=1[O:26][CH2:27][CH2:28][CH2:29][CH2:30][CH2:31][CH2:32][CH2:33][CH2:34][CH2:35][CH2:36][CH2:37][CH3:38])[CH2:2][CH2:3][CH2:4][CH2:5][CH2:6][CH2:7][CH2:8][CH2:9][CH2:10][CH2:11][CH3:12].O.NN. Product: [CH2:1]([O:13][C:14]1[CH:19]=[C:18]([NH2:20])[C:17]([NH2:23])=[CH:16][C:15]=1[O:26][CH2:27][CH2:28][CH2:29][CH2:30][CH2:31][CH2:32][CH2:33][CH2:34][CH2:35][CH2:36][CH2:37][CH3:38])[CH2:2][CH2:3][CH2:4][CH2:5][CH2:6][CH2:7][CH2:8][CH2:9][CH2:10][CH2:11][CH3:12]. The catalyst class is: 63. (4) Reactant: [Cl:1][C:2]1[CH:7]=[CH:6][C:5]([C:8](=[O:24])[CH2:9][N:10]2[CH:14]=[C:13]([C:15](=[O:19])[N:16]([CH3:18])[CH3:17])[CH:12]=[C:11]2[C:20]([O:22]C)=[O:21])=[CH:4][CH:3]=1.O.[OH-].[Li+].[OH-].[Na+]. Product: [Cl:1][C:2]1[CH:7]=[CH:6][C:5]([C:8](=[O:24])[CH2:9][N:10]2[CH:14]=[C:13]([C:15](=[O:19])[N:16]([CH3:18])[CH3:17])[CH:12]=[C:11]2[C:20]([OH:22])=[O:21])=[CH:4][CH:3]=1. The catalyst class is: 20. (5) Reactant: B1(B2OC(C)(C)C(C)(C)O2)OC(C)(C)C(C)(C)[O:2]1.[C:19]1([S:25]([N:28]2[C:32]3=[C:33]([Cl:38])[N:34]=[CH:35][C:36](Br)=[C:31]3[CH:30]=[CH:29]2)(=[O:27])=[O:26])[CH:24]=[CH:23][CH:22]=[CH:21][CH:20]=1.CC([O-])=O.[K+].OO. Product: [C:19]1([S:25]([N:28]2[C:32]3[C:33]([Cl:38])=[N:34][CH:35]=[C:36]([OH:2])[C:31]=3[CH:30]=[CH:29]2)(=[O:27])=[O:26])[CH:24]=[CH:23][CH:22]=[CH:21][CH:20]=1. The catalyst class is: 346. (6) Reactant: [C:1]([O:5][C:6](=[O:34])[NH:7][CH2:8][CH2:9][CH2:10][NH:11][CH:12]([C:16]1[N:21]([CH2:22][C:23]2[CH:28]=[CH:27][CH:26]=[CH:25][CH:24]=2)[C:20](=[O:29])[C:19]2=[CH:30][CH:31]=[C:32]([Cl:33])[N:18]2[N:17]=1)[CH:13]1[CH2:15][CH2:14]1)([CH3:4])([CH3:3])[CH3:2].CCN(CC)CC.[C:42]1([CH3:51])[CH:47]=[CH:46][C:45]([C:48](Cl)=[O:49])=[CH:44][CH:43]=1. The catalyst class is: 91. Product: [C:1]([O:5][C:6](=[O:34])[NH:7][CH2:8][CH2:9][CH2:10][N:11]([CH:12]([C:16]1[N:21]([CH2:22][C:23]2[CH:24]=[CH:25][CH:26]=[CH:27][CH:28]=2)[C:20](=[O:29])[C:19]2=[CH:30][CH:31]=[C:32]([Cl:33])[N:18]2[N:17]=1)[CH:13]1[CH2:14][CH2:15]1)[C:48](=[O:49])[C:45]1[CH:46]=[CH:47][C:42]([CH3:51])=[CH:43][CH:44]=1)([CH3:4])([CH3:2])[CH3:3].